Task: Predict the reactants needed to synthesize the given product.. Dataset: Full USPTO retrosynthesis dataset with 1.9M reactions from patents (1976-2016) Given the product [C:18]([O:17][C:14]1[CH:15]=[CH:16][C:11]([CH2:10][O:9][C:7](=[O:8])[NH:27][CH2:26][CH:25]([CH2:23][CH3:24])[CH2:28][CH2:29][CH2:30][CH3:31])=[CH:12][C:13]=1[O:21][CH3:22])(=[O:20])[CH3:19], predict the reactants needed to synthesize it. The reactants are: S=C1N([C:7]([O:9][CH2:10][C:11]2[CH:16]=[CH:15][C:14]([O:17][C:18](=[O:20])[CH3:19])=[C:13]([O:21][CH3:22])[CH:12]=2)=[O:8])CCS1.[CH2:23]([CH:25]([CH2:28][CH2:29][CH2:30][CH3:31])[CH2:26][NH2:27])[CH3:24].C(N(CC)CC)C.